From a dataset of Reaction yield outcomes from USPTO patents with 853,638 reactions. Predict the reaction yield, written as a fraction of the theoretical maximum amount of product (1.0 means a 100% yield; for example, 0.34 means a 34% yield). (1) The yield is 0.130. The product is [C:15]([O:18][CH2:19][C:20]1[C:21]([N:2]2[CH2:3][CH2:4][N:5]3[C:6](=[N:7][C:8]4[CH2:13][CH2:12][CH2:11][CH2:10][C:9]=43)[C:1]2=[O:14])=[CH:22][CH:23]=[CH:24][C:25]=1[Br:26])(=[O:17])[CH3:16]. The reactants are [C:1]1(=[O:14])[C:6]2=[N:7][C:8]3[CH2:13][CH2:12][CH2:11][CH2:10][C:9]=3[N:5]2[CH2:4][CH2:3][NH:2]1.[C:15]([O:18][CH2:19][C:20]1[C:25]([Br:26])=[CH:24][CH:23]=[CH:22][C:21]=1Br)(=[O:17])[CH3:16].C(=O)([O-])[O-].[Cs+].[Cs+].CNCCNC.C(Cl)(=O)C.C(N(CC)CC)C. The catalyst is C(Cl)Cl.C(=O)(O)[O-].[Na+].[Cu](I)I.O1CCOCC1. (2) The reactants are C1(COC([N:11]2[CH2:16][CH:15]=[C:14]([C:17]3[N:18]([CH3:39])[C:19]([C:35]([O:37][CH3:38])=[O:36])=[C:20]([C:28]4[CH:33]=[CH:32][C:31]([F:34])=[CH:30][CH:29]=4)[C:21]=3[C:22]3[CH:27]=[CH:26][N:25]=[CH:24][CH:23]=3)[CH2:13][CH2:12]2)=O)C=CC=CC=1.Cl. The catalyst is C(O)C.[Pd]. The product is [CH3:38][O:37][C:35]([C:19]1[N:18]([CH3:39])[C:17]([C:14]2[CH2:15][CH2:16][NH:11][CH2:12][CH:13]=2)=[C:21]([C:22]2[CH:27]=[CH:26][N:25]=[CH:24][CH:23]=2)[C:20]=1[C:28]1[CH:29]=[CH:30][C:31]([F:34])=[CH:32][CH:33]=1)=[O:36]. The yield is 0.900. (3) The reactants are [N:1]([C:4]1[CH:10]=[CH:9][C:7]([NH2:8])=[CH:6][CH:5]=1)=[N+:2]=[N-:3].[Br:11][C:12]1[CH:13]=[CH:14][C:15]2[N:16]([CH2:26][CH:27]3[CH2:29][O:28]3)[C:17]3[C:22]([C:23]=2[CH:24]=1)=[CH:21][C:20]([Br:25])=[CH:19][CH:18]=3.[Li+].[Br-]. The product is [N:1]([C:4]1[CH:10]=[CH:9][C:7]([NH:8][CH2:29][CH:27]([OH:28])[CH2:26][N:16]2[C:17]3[CH:18]=[CH:19][C:20]([Br:25])=[CH:21][C:22]=3[C:23]3[C:15]2=[CH:14][CH:13]=[C:12]([Br:11])[CH:24]=3)=[CH:6][CH:5]=1)=[N+:2]=[N-:3]. The yield is 0.230. The catalyst is C1COCC1. (4) The reactants are [F:1][C:2]([F:17])([F:16])[C:3]1[CH:8]=[CH:7][C:6]([C:9]2[CH:13]=[C:12]([CH:14]=O)[NH:11][N:10]=2)=[CH:5][CH:4]=1.[Br-].[CH2:19]([P+](C1C=CC=CC=1)(C1C=CC=CC=1)C1C=CC=CC=1)[C:20]1[CH:25]=[CH:24][CH:23]=[CH:22][CH:21]=1.C(=O)([O-])[O-].[K+].[K+].O. The catalyst is CN(C)C=O. The product is [C:20]1(/[CH:19]=[CH:14]/[C:12]2[NH:11][N:10]=[C:9]([C:6]3[CH:7]=[CH:8][C:3]([C:2]([F:17])([F:16])[F:1])=[CH:4][CH:5]=3)[CH:13]=2)[CH:25]=[CH:24][CH:23]=[CH:22][CH:21]=1. The yield is 0.400. (5) The reactants are [CH3:1][O:2][C:3]1[CH:4]=[C:5]([OH:11])[CH:6]=[C:7]([O:9][CH3:10])[CH:8]=1.N1C=CN=C1.[C:17]([Si:21](Cl)([C:28]1[CH:33]=[CH:32][CH:31]=[CH:30][CH:29]=1)[C:22]1[CH:27]=[CH:26][CH:25]=[CH:24][CH:23]=1)([CH3:20])([CH3:19])[CH3:18].O. The catalyst is CN(C)C=O. The product is [O:11]([C:5]1[CH:6]=[C:7]([O:9][CH3:10])[CH:8]=[C:3]([O:2][CH3:1])[CH:4]=1)[Si:21]([C:17]([CH3:20])([CH3:19])[CH3:18])([C:28]1[CH:29]=[CH:30][CH:31]=[CH:32][CH:33]=1)[C:22]1[CH:27]=[CH:26][CH:25]=[CH:24][CH:23]=1. The yield is 0.940. (6) The reactants are [CH3:1][C:2]1([CH3:45])[CH2:13][C:12]2[CH:11]=[C:10]3[N:5]([CH2:6][CH2:7][N:8]([C:15]4[C:20]([CH:21]=[O:22])=[C:19]([C:23]5[CH:28]=[C:27]([NH:29][C:30]6[CH:42]=[C:33]7[CH2:34][N:35]([CH:38]8[CH2:41][O:40][CH2:39]8)[CH2:36][CH2:37][N:32]7[N:31]=6)[C:26](=[O:43])[N:25]([CH3:44])[CH:24]=5)[CH:18]=[CH:17][N:16]=4)[C:9]3=[O:14])[C:4]=2[CH2:3]1.[BH4-].[Na+]. The catalyst is CO. The product is [OH:22][CH2:21][C:20]1[C:15]([N:8]2[CH2:7][CH2:6][N:5]3[C:4]4[CH2:3][C:2]([CH3:1])([CH3:45])[CH2:13][C:12]=4[CH:11]=[C:10]3[C:9]2=[O:14])=[N:16][CH:17]=[CH:18][C:19]=1[C:23]1[CH:28]=[C:27]([NH:29][C:30]2[CH:42]=[C:33]3[CH2:34][N:35]([CH:38]4[CH2:39][O:40][CH2:41]4)[CH2:36][CH2:37][N:32]3[N:31]=2)[C:26](=[O:43])[N:25]([CH3:44])[CH:24]=1. The yield is 0.500. (7) The reactants are [F:1][C:2]1[C:7]([NH:8][CH2:9][C:10]2[CH:15]=[C:14]([C:16]3[CH:21]=[CH:20][CH:19]=[C:18]([F:22])[CH:17]=3)[CH:13]=[CH:12][C:11]=2[CH3:23])=[C:6]([F:24])[CH:5]=[CH:4][C:3]=1[OH:25].C([O-])([O-])=O.[Cs+].[Cs+].Br[CH2:33][C:34]([O:36][CH2:37][CH3:38])=[O:35]. The catalyst is CC(=O)CC. The product is [F:1][C:2]1[C:7]([NH:8][CH2:9][C:10]2[CH:15]=[C:14]([C:16]3[CH:21]=[CH:20][CH:19]=[C:18]([F:22])[CH:17]=3)[CH:13]=[CH:12][C:11]=2[CH3:23])=[C:6]([F:24])[CH:5]=[CH:4][C:3]=1[O:25][CH2:33][C:34]([O:36][CH2:37][CH3:38])=[O:35]. The yield is 0.650.